Task: Predict the reaction yield, written as a fraction of the theoretical maximum amount of product (1.0 means a 100% yield; for example, 0.34 means a 34% yield).. Dataset: Reaction yield outcomes from USPTO patents with 853,638 reactions (1) The reactants are [CH3:1][O:2][C:3]1[CH:4]=[C:5]2[C:10](=[CH:11][C:12]=1[O:13][CH3:14])[N:9]=[C:8]([C:15]1[CH:20]=[CH:19][C:18]([F:21])=[CH:17][CH:16]=1)[N:7]=[C:6]2[C:22](O)=[O:23].Cl.[F:26][C:27]1[CH:28]=[C:29]2[C:34](=[CH:35][CH:36]=1)[CH2:33][NH:32][CH2:31][CH2:30]2. No catalyst specified. The product is [CH3:1][O:2][C:3]1[CH:4]=[C:5]2[C:10](=[CH:11][C:12]=1[O:13][CH3:14])[N:9]=[C:8]([C:15]1[CH:20]=[CH:19][C:18]([F:21])=[CH:17][CH:16]=1)[N:7]=[C:6]2[C:22]([N:32]1[CH2:31][CH2:30][C:29]2[C:34](=[CH:35][CH:36]=[C:27]([F:26])[CH:28]=2)[CH2:33]1)=[O:23]. The yield is 0.179. (2) The reactants are Cl.[Cl:2][C:3]1[CH:4]=[C:5]2[C:9](=[CH:10][CH:11]=1)[NH:8][CH:7]=[C:6]2[CH2:12][CH2:13][NH2:14].CN1[C:24]2[C:19](=[CH:20][CH:21]=[C:22]([N:25]3[CH2:29][CH2:28][CH:27]([C:30]([OH:32])=O)[C:26]3=[O:33])[CH:23]=2)CC1.CN(C(ON1N=NC2C=[CH:46][CH:47]=[N:48][C:43]1=2)=[N+](C)C)C.F[P-](F)(F)(F)(F)F.C(N(CC)C(C)C)(C)C. The catalyst is CN(C=O)C. The product is [Cl:2][C:3]1[CH:4]=[C:5]2[C:9](=[CH:10][CH:11]=1)[NH:8][CH:7]=[C:6]2[CH2:12][CH2:13][NH:14][C:30]([CH:27]1[CH2:28][CH2:29][N:25]([C:22]2[CH:23]=[C:24]3[C:19](=[CH:20][CH:21]=2)[N:48]([CH3:43])[CH:47]=[CH:46]3)[C:26]1=[O:33])=[O:32]. The yield is 0.210. (3) The reactants are [NH2:1][C:2]1[CH:7]=[CH:6][C:5]([C:8]2[NH:13][C:12](=[O:14])[N:11]=[C:10]([C:15]3[CH:20]=[CH:19][C:18]([OH:21])=[C:17]([CH3:22])[CH:16]=3)[CH:9]=2)=[C:4]([CH3:23])[CH:3]=1.ClCCCl.C([N:35]1[CH2:40][CH2:39][CH:38]([CH:41]=O)[CH2:37][CH2:36]1)(OC(C)(C)C)=O.C(O[BH-](OC(=O)C)OC(=O)C)(=O)C.[Na+]. The catalyst is C(O)(=O)C. The product is [OH:21][C:18]1[CH:19]=[CH:20][C:15]([C:10]2[CH:9]=[C:8]([C:5]3[CH:6]=[CH:7][C:2]([NH:1][CH2:41][CH:38]4[CH2:39][CH2:40][NH:35][CH2:36][CH2:37]4)=[CH:3][C:4]=3[CH3:23])[NH:13][C:12](=[O:14])[N:11]=2)=[CH:16][C:17]=1[CH3:22]. The yield is 0.590. (4) The reactants are [NH2:1][O:2][C@@H:3]([CH2:16][C:17]([O:19][C:20]([CH3:23])([CH3:22])[CH3:21])=[O:18])[C:4]([O:6][CH2:7][C:8]1[CH:13]=[CH:12][C:11]([O:14][CH3:15])=[CH:10][CH:9]=1)=[O:5].[C:24]([O:28][C:29]([NH:31][C:32]1[S:33][C:34]([Cl:42])=[C:35]([C:37](=O)[C:38]([OH:40])=[O:39])[N:36]=1)=[O:30])([CH3:27])([CH3:26])[CH3:25]. The catalyst is CO. The product is [C:20]([O:19][C:17](=[O:18])[CH2:16][C@H:3]([O:2]/[N:1]=[C:37](/[C:35]1[N:36]=[C:32]([NH:31][C:29]([O:28][C:24]([CH3:27])([CH3:26])[CH3:25])=[O:30])[S:33][C:34]=1[Cl:42])\[C:38]([OH:40])=[O:39])[C:4]([O:6][CH2:7][C:8]1[CH:13]=[CH:12][C:11]([O:14][CH3:15])=[CH:10][CH:9]=1)=[O:5])([CH3:23])([CH3:22])[CH3:21]. The yield is 0.676. (5) The reactants are C[O:2][C:3]([C:5]1([CH3:17])[CH2:9][CH2:8][N:7]([C:10]([O:12][C:13]([CH3:16])([CH3:15])[CH3:14])=[O:11])[CH2:6]1)=[O:4].[OH-].[Na+]. No catalyst specified. The product is [C:13]([O:12][C:10]([N:7]1[CH2:8][CH2:9][C:5]([CH3:17])([C:3]([OH:4])=[O:2])[CH2:6]1)=[O:11])([CH3:16])([CH3:14])[CH3:15]. The yield is 1.00.